This data is from Forward reaction prediction with 1.9M reactions from USPTO patents (1976-2016). The task is: Predict the product of the given reaction. (1) Given the reactants [NH2:1][C@H:2]1[CH2:7][N:6]([C:8]([O:10][CH2:11][C:12]2[CH:17]=[CH:16][CH:15]=[CH:14][CH:13]=2)=[O:9])[C@H:5]([CH3:18])[CH2:4][CH2:3]1.F[C:20]1[CH:21]=[C:22]([CH:25]=[CH:26][N:27]=1)[C:23]#[N:24].C(=O)([O-])[O-].[Cs+].[Cs+], predict the reaction product. The product is: [C:23]([C:22]1[CH:25]=[CH:26][N:27]=[C:20]([NH:1][C@H:2]2[CH2:7][N:6]([C:8]([O:10][CH2:11][C:12]3[CH:17]=[CH:16][CH:15]=[CH:14][CH:13]=3)=[O:9])[C@H:5]([CH3:18])[CH2:4][CH2:3]2)[CH:21]=1)#[N:24]. (2) Given the reactants [CH3:1][CH:2]([C:7]([O:9][CH3:10])=[O:8])[C:3]([O:5][CH3:6])=[O:4].N#N.[H-].[Na+].Br[CH2:16][C:17]1[CH:22]=[CH:21][CH:20]=[C:19]([F:23])[CH:18]=1, predict the reaction product. The product is: [F:23][C:19]1[CH:18]=[C:17]([CH:22]=[CH:21][CH:20]=1)[CH2:16][C:2]([CH3:1])([C:7]([O:9][CH3:10])=[O:8])[C:3]([O:5][CH3:6])=[O:4]. (3) Given the reactants N(C(C)=O)(CNC(C)=O)CNC(C)=O.C=O.O.[C:18]([OH:21])(=[O:20])[CH3:19].N(CC(O)=O)CC(O)=O.[C:31]([NH:34][CH2:35][C:36]([OH:38])=[O:37])(=[O:33])[CH3:32], predict the reaction product. The product is: [C:31]([N:34]([CH2:35][C:36]([OH:38])=[O:37])[CH2:19][C:18]([OH:21])=[O:20])(=[O:33])[CH3:32].